From a dataset of Forward reaction prediction with 1.9M reactions from USPTO patents (1976-2016). Predict the product of the given reaction. (1) Given the reactants [O:1]1[CH:5]=[N:4][C:3]([C:6]2[CH:7]=[C:8]([CH:29]=[CH:30][CH:31]=2)[CH2:9][CH2:10][O:11][CH2:12][CH2:13][C:14]([N:16]([CH:23]2[CH2:28][CH2:27][CH2:26][CH2:25][CH2:24]2)[CH2:17][CH:18](OC)[O:19]C)=[O:15])=[N:2]1.C1(C)C=CC(S(O)(=O)=O)=CC=1, predict the reaction product. The product is: [O:1]1[CH:5]=[N:4][C:3]([C:6]2[CH:7]=[C:8]([CH:29]=[CH:30][CH:31]=2)[CH2:9][CH2:10][O:11][CH2:12][CH2:13][C:14]([N:16]([CH:23]2[CH2:28][CH2:27][CH2:26][CH2:25][CH2:24]2)[CH2:17][CH:18]=[O:19])=[O:15])=[N:2]1. (2) Given the reactants N1CCCCC1.C(O)(=O)C.[CH3:11][C:12]([CH3:20])([CH3:19])[CH2:13][C:14](=[O:18])[CH2:15][C:16]#[N:17].[Cl:21][C:22]1[CH:29]=[CH:28][C:25]([CH:26]=O)=[CH:24][CH:23]=1, predict the reaction product. The product is: [Cl:21][C:22]1[CH:29]=[CH:28][C:25]([CH:26]=[C:15]([C:14](=[O:18])[CH2:13][C:12]([CH3:20])([CH3:19])[CH3:11])[C:16]#[N:17])=[CH:24][CH:23]=1.